From a dataset of Full USPTO retrosynthesis dataset with 1.9M reactions from patents (1976-2016). Predict the reactants needed to synthesize the given product. Given the product [CH3:5][CH2:4][CH:3]([O:6][C@H:7]1[C@H:12]([NH:13][C:14]([CH3:16])=[O:15])[C@@H:11]([NH2:17])[CH2:10][C:9]([C:18]([O:20][CH2:21][CH3:22])=[O:19])=[CH:8]1)[CH2:2][CH3:1], predict the reactants needed to synthesize it. The reactants are: [CH3:1][CH2:2][CH:3]([O:6][C@H:7]1[C@H:12]([NH:13][C:14]([CH3:16])=[O:15])[C@@H:11]([NH2:17])[CH2:10][C:9]([C:18]([O:20][CH2:21][CH3:22])=[O:19])=[CH:8]1)[CH2:4][CH3:5].P(=O)([O-])[O-].C([O-])([O-])=O.[Na+].[Na+].